Dataset: Catalyst prediction with 721,799 reactions and 888 catalyst types from USPTO. Task: Predict which catalyst facilitates the given reaction. (1) Reactant: [CH3:1][N:2]1[C:10](=[CH2:11])[C:9]2[C:4](=[C:5]([N+:12]([O-])=O)[CH:6]=[CH:7][CH:8]=2)[C:3]1=[O:15]. The catalyst class is: 123. Product: [NH2:12][C:5]1[CH:6]=[CH:7][CH:8]=[C:9]2[C:4]=1[C:3](=[O:15])[N:2]([CH3:1])[CH:10]2[CH3:11]. (2) Reactant: Cl[C:2]1[C:3]2[C:4](=[CH:13][N:14](CC3C=CC(OC)=CC=3)[N:15]=2)[N:5]=[C:6]([C:8]2[S:9][CH:10]=[CH:11][CH:12]=2)[N:7]=1.[NH2:25][C:26]1[CH:27]=[C:28]([OH:32])[CH:29]=[CH:30][CH:31]=1.Cl. Product: [S:9]1[CH:10]=[CH:11][CH:12]=[C:8]1[C:6]1[N:7]=[C:2]([NH:25][C:26]2[CH:27]=[C:28]([OH:32])[CH:29]=[CH:30][CH:31]=2)[C:3]2[NH:15][N:14]=[CH:13][C:4]=2[N:5]=1. The catalyst class is: 71. (3) Reactant: [CH2:1]([S:3]([NH:6][C:7]1[CH:8]=[C:9]2[C:13](=[CH:14][CH:15]=1)[NH:12][CH:11]=[C:10]2[CH2:16][CH2:17][CH2:18][OH:19])(=[O:5])=[O:4])[CH3:2].C(N(CC)CC)C.[CH3:27][S:28](Cl)(=[O:30])=[O:29].C([O-])(O)=O.[Na+]. Product: [CH3:27][S:28]([O:19][CH2:18][CH2:17][CH2:16][C:10]1[C:9]2[C:13](=[CH:14][CH:15]=[C:7]([NH:6][S:3]([CH2:1][CH3:2])(=[O:5])=[O:4])[CH:8]=2)[NH:12][CH:11]=1)(=[O:30])=[O:29]. The catalyst class is: 56. (4) Reactant: [CH2:1]([C@@H:8]1[NH:13][CH2:12][CH2:11][N:10]([C:14]2[CH:19]=[CH:18][C:17]([O:20][CH3:21])=[C:16]([O:22][CH:23]3[CH2:27][CH2:26][CH2:25][CH2:24]3)[CH:15]=2)[CH2:9]1)[C:2]1[CH:7]=[CH:6][CH:5]=[CH:4][CH:3]=1.C(N(C(C)C)CC)(C)C.Br[CH2:38][C:39]([NH2:41])=[O:40].[Br-]. Product: [CH2:1]([C@H:8]1[CH2:9][N:10]([C:14]2[CH:19]=[CH:18][C:17]([O:20][CH3:21])=[C:16]([O:22][CH:23]3[CH2:27][CH2:26][CH2:25][CH2:24]3)[CH:15]=2)[CH2:11][CH2:12][N:13]1[CH2:38][C:39]([NH2:41])=[O:40])[C:2]1[CH:3]=[CH:4][CH:5]=[CH:6][CH:7]=1. The catalyst class is: 1. (5) Reactant: C[O:2][C:3]([C:5]1[CH:6]=[C:7]([NH:15][CH2:16][C:17]2[C:22]([CH3:23])=[CH:21][CH:20]=[CH:19][C:18]=2[CH2:24][CH3:25])[C:8]2[N:9]([N:11]=[C:12]([CH3:14])[N:13]=2)[CH:10]=1)=O.[H-].[Al+3].[Li+].[H-].[H-].[H-]. Product: [CH2:24]([C:18]1[CH:19]=[CH:20][CH:21]=[C:22]([CH3:23])[C:17]=1[CH2:16][NH:15][C:7]1[C:8]2[N:9]([N:11]=[C:12]([CH3:14])[N:13]=2)[CH:10]=[C:5]([CH2:3][OH:2])[CH:6]=1)[CH3:25]. The catalyst class is: 1. (6) Reactant: [O:1]=[C:2]1[C:7]2([CH2:13][O:12][CH2:11][CH2:10][O:9][CH2:8]2)[N:6](C(OC(C)(C)C)=O)[CH2:5][C@@H:4]([C:21]2[CH:26]=[CH:25][CH:24]=[CH:23][CH:22]=2)[N:3]1[CH2:27][C:28](=[O:48])[NH:29][C:30]1[CH:31]=[C:32]2[C:45](=[CH:46][CH:47]=1)[CH2:44][C@:34]1([C:42]3[C:37](=[N:38][CH:39]=[CH:40][CH:41]=3)[NH:36][C:35]1=[O:43])[CH2:33]2.Cl. Product: [O:43]=[C:35]1[NH:36][C:37]2=[N:38][CH:39]=[CH:40][CH:41]=[C:42]2[C@:34]21[CH2:33][C:32]1[C:45](=[CH:46][CH:47]=[C:30]([NH:29][C:28](=[O:48])[CH2:27][N:3]3[C:2](=[O:1])[C:7]4([CH2:13][O:12][CH2:11][CH2:10][O:9][CH2:8]4)[NH:6][CH2:5][C@H:4]3[C:21]3[CH:26]=[CH:25][CH:24]=[CH:23][CH:22]=3)[CH:31]=1)[CH2:44]2. The catalyst class is: 5. (7) Reactant: [C-]#[N:2].[K+].[C:4]([N:7]1[CH2:12][CH2:11][C:10]2[N:13]([C@H:37]3[CH2:41][CH2:40][O:39][CH2:38]3)[N:14]=[C:15]([N:16]3[C:25]4[C:20](=[CH:21][C:22]([C:26]5[CH:27]=[N:28][N:29]([CH3:31])[CH:30]=5)=[CH:23][CH:24]=4)[CH2:19][CH:18]([CH2:32]S([O-])(=O)=O)[CH2:17]3)[C:9]=2[CH2:8]1)(=[O:6])[CH3:5].O. Product: [C:4]([N:7]1[CH2:12][CH2:11][C:10]2[N:13]([CH:37]3[CH2:41][CH2:40][O:39][CH2:38]3)[N:14]=[C:15]([N:16]3[C:25]4[C:20](=[CH:21][C:22]([C:26]5[CH:27]=[N:28][N:29]([CH3:31])[CH:30]=5)=[CH:23][CH:24]=4)[CH2:19][C@H:18]([C:32]#[N:2])[CH2:17]3)[C:9]=2[CH2:8]1)(=[O:6])[CH3:5].[C:4]([N:7]1[CH2:12][CH2:11][C:10]2[N:13]([CH:37]3[CH2:41][CH2:40][O:39][CH2:38]3)[N:14]=[C:15]([N:16]3[C:25]4[C:20](=[CH:21][C:22]([C:26]5[CH:27]=[N:28][N:29]([CH3:31])[CH:30]=5)=[CH:23][CH:24]=4)[CH2:19][C@H:17]3[CH2:18][C:32]#[N:2])[C:9]=2[CH2:8]1)(=[O:6])[CH3:5]. The catalyst class is: 16.